From a dataset of Forward reaction prediction with 1.9M reactions from USPTO patents (1976-2016). Predict the product of the given reaction. Given the reactants [OH:1][C:2]1[CH:9]=[CH:8][C:5]([CH:6]=O)=[C:4]([O:10][CH3:11])[CH:3]=1.C(C1C=C(C=C(C)C=1O)C#[N:18])C, predict the reaction product. The product is: [OH:1][C:2]1[CH:9]=[CH:8][C:5]([C:6]#[N:18])=[C:4]([O:10][CH3:11])[CH:3]=1.